From a dataset of Forward reaction prediction with 1.9M reactions from USPTO patents (1976-2016). Predict the product of the given reaction. Given the reactants [CH2:1]([O:4][C:5]([C:7]1[C:8]([O:18][CH2:19][CH2:20][CH:21]2[CH2:26][CH2:25][N:24]([C:27]([O:29][C:30]([CH3:33])([CH3:32])[CH3:31])=[O:28])[CH2:23][CH2:22]2)=[N:9][C:10](S(C)(=O)=O)=[N:11][C:12]=1[Cl:13])=[O:6])[CH:2]=[CH2:3].[C-:34]#[N:35].[Na+], predict the reaction product. The product is: [CH2:1]([O:4][C:5]([C:7]1[C:8]([O:18][CH2:19][CH2:20][CH:21]2[CH2:26][CH2:25][N:24]([C:27]([O:29][C:30]([CH3:33])([CH3:32])[CH3:31])=[O:28])[CH2:23][CH2:22]2)=[N:9][C:10]([C:34]#[N:35])=[N:11][C:12]=1[Cl:13])=[O:6])[CH:2]=[CH2:3].